From a dataset of Full USPTO retrosynthesis dataset with 1.9M reactions from patents (1976-2016). Predict the reactants needed to synthesize the given product. (1) Given the product [ClH:22].[CH2:20]([C@H:10]1[NH:11][CH2:12][C@@H:8]([NH:7][S:4]([CH:1]2[CH2:3][CH2:2]2)(=[O:5])=[O:6])[CH2:9]1)[CH3:21], predict the reactants needed to synthesize it. The reactants are: [CH:1]1([S:4]([NH:7][C@@H:8]2[CH2:12][N:11](C(OC(C)(C)C)=O)[C@H:10]([CH2:20][CH3:21])[CH2:9]2)(=[O:6])=[O:5])[CH2:3][CH2:2]1.[ClH:22]. (2) Given the product [NH:48]1[C:49]2[CH:50]=[C:60]([N:66]3[C@@H:11]([C:10]4[CH:13]=[CH:14][CH:15]=[C:8]([N:5]5[CH2:6][CH2:7][N:2]([CH3:1])[CH2:3][CH2:4]5)[CH:9]=4)[CH2:42][O:41][C:39]3=[O:40])[CH:61]=[CH:56][C:57]=2[N:63]=[CH:51]1, predict the reactants needed to synthesize it. The reactants are: [CH3:1][N:2]1[CH2:7][CH2:6][N:5]([C:8]2[CH:9]=[C:10]([CH:13]=[CH:14][CH:15]=2)[CH:11]=O)[CH2:4][CH2:3]1.[C-]#N.[K+].C(=O)([O-])[O-].[NH4+].[NH4+].[OH-].[Na+].S(Cl)(Cl)=O.C(O[C:39]([O:41][C:42](C)(C)C)=[O:40])(OC(C)(C)C)=O.C([N:48]([CH2:51]C)[CH2:49][CH3:50])C.[BH4-].[Na+].N[C:56]1[CH:61]=[CH:60]C(Br)=C[C:57]=1[NH2:63].[F-].[Cs+].[NH2:66][C@@H]1CCCC[C@@H]1N. (3) The reactants are: [F:1][CH:2]([F:12])[C@@H:3]1[CH2:11][C:10]2[C:5](=[CH:6][CH:7]=[CH:8][CH:9]=2)[NH:4]1.[Cl:13][CH2:14][C:15](Cl)=[O:16].C(N(CC)CC)C. Given the product [F:12][CH:2]([F:1])[C@@H:3]1[CH2:11][C:10]2[C:5](=[CH:6][CH:7]=[CH:8][CH:9]=2)[N:4]1[C:15](=[O:16])[CH2:14][Cl:13], predict the reactants needed to synthesize it. (4) Given the product [C:1]([O:5][C:6]([N:8]1[CH2:13][CH2:12][N:11]([CH2:17][C:16]#[CH:15])[CH2:10][CH2:9]1)=[O:7])([CH3:4])([CH3:2])[CH3:3], predict the reactants needed to synthesize it. The reactants are: [C:1]([O:5][C:6]([N:8]1[CH2:13][CH2:12][NH:11][CH2:10][CH2:9]1)=[O:7])([CH3:4])([CH3:3])[CH3:2].Br[CH2:15][C:16]#[CH:17].C(=O)([O-])[O-].[K+].[K+].O. (5) Given the product [NH2:22][C:18]1[CH:17]=[C:16]2[C:21](=[CH:20][CH:19]=1)[N:13]([C:9]1[CH:8]=[C:7]([CH:12]=[CH:11][CH:10]=1)[C:6]([NH:5][C:1]([CH3:3])([CH3:4])[CH3:2])=[O:25])[CH:14]=[CH:15]2, predict the reactants needed to synthesize it. The reactants are: [C:1]([NH:5][C:6](=[O:25])[C:7]1[CH:12]=[CH:11][CH:10]=[C:9]([N:13]2[C:21]3[C:16](=[CH:17][C:18]([N+:22]([O-])=O)=[CH:19][CH:20]=3)[CH:15]=[CH:14]2)[CH:8]=1)([CH3:4])([CH3:3])[CH3:2]. (6) Given the product [NH2:8][C:9]([CH3:33])([CH3:32])[C@H:10]([NH:15][C:16](=[O:31])[C:17]1[CH:22]=[CH:21][C:20]([C:23]#[C:24][C:25]#[C:26][C@H:27]([OH:30])[CH2:28][OH:29])=[CH:19][CH:18]=1)[C:11]([O:13][CH3:14])=[O:12], predict the reactants needed to synthesize it. The reactants are: C(OC([NH:8][C:9]([CH3:33])([CH3:32])[C@H:10]([NH:15][C:16](=[O:31])[C:17]1[CH:22]=[CH:21][C:20]([C:23]#[C:24][C:25]#[C:26][C@H:27]([OH:30])[CH2:28][OH:29])=[CH:19][CH:18]=1)[C:11]([O:13][CH3:14])=[O:12])=O)(C)(C)C.C(O)(C(F)(F)F)=O. (7) The reactants are: O1CCCC1.[C:6]([OH:14])(=[O:13])/[C:7](=[CH:9]\[C:10]([OH:12])=[O:11])/[CH3:8].[C:15]([O:20][CH2:21][CH2:22][OH:23])(=[O:19])[C:16]([CH3:18])=[CH2:17]. Given the product [C:6]([OH:14])(=[O:13])/[C:7](=[CH:9]\[C:10]([OH:12])=[O:11])/[CH3:8].[C:15]([O:20][CH2:21][CH2:22][OH:23])(=[O:19])[C:16]([CH3:18])=[CH2:17], predict the reactants needed to synthesize it.